Dataset: Catalyst prediction with 721,799 reactions and 888 catalyst types from USPTO. Task: Predict which catalyst facilitates the given reaction. Reactant: [CH2:1]([O:8][C:9](=[O:37])[C@@H:10]1[CH2:14][CH2:13][CH2:12][N:11]1[C:15](=[O:36])[CH2:16][CH2:17][C:18](=[O:35])[C@@H:19]([NH:27][C:28]([O:30][C:31]([CH3:34])([CH3:33])[CH3:32])=[O:29])[CH2:20][C:21]1[CH:26]=[CH:25][CH:24]=[CH:23][CH:22]=1)C1C=CC=CC=1.C1(C[C@H](NC(OC(C)(C)C)=O)C(=O)CCC(O)=O)C=CC=CC=1.COC(=O)[C@H](CC1[C:75]2[C:70](=[CH:71][CH:72]=[CH:73][CH:74]=2)[NH:69]C=1)N.O.ON1C2C=CC=CC=2N=N1.CCN(C(C)C)C(C)C. Product: [CH3:1][O:8][C:9](=[O:37])[C@H:10]([CH2:14][C:13]1[C:75]2[C:70](=[CH:71][CH:72]=[CH:73][CH:74]=2)[NH:69][CH:12]=1)[NH:11][C:15](=[O:36])[CH2:16][CH2:17][C:18](=[O:35])[C@@H:19]([NH:27][C:28]([O:30][C:31]([CH3:32])([CH3:34])[CH3:33])=[O:29])[CH2:20][C:21]1[CH:22]=[CH:23][CH:24]=[CH:25][CH:26]=1. The catalyst class is: 85.